From a dataset of CYP1A2 inhibition data for predicting drug metabolism from PubChem BioAssay. Regression/Classification. Given a drug SMILES string, predict its absorption, distribution, metabolism, or excretion properties. Task type varies by dataset: regression for continuous measurements (e.g., permeability, clearance, half-life) or binary classification for categorical outcomes (e.g., BBB penetration, CYP inhibition). Dataset: cyp1a2_veith. (1) The drug is CCCCC1S/C(=N/N=C/c2ccc(OC)cc2)N(Cc2ccc(OC)cc2)C1=O. The result is 0 (non-inhibitor). (2) The molecule is O=[N+]([O-])c1ccc(Cl)c(/C=N/N2CCN(Cc3ccccc3)CC2)c1. The result is 1 (inhibitor). (3) The drug is CC(C)=NOCc1cccc(-c2cc(-c3ccccc3)no2)c1. The result is 0 (non-inhibitor). (4) The drug is CCNc1ncc2nc(-c3cccs3)c(=O)n(C[C@H]3CCCO3)c2n1. The result is 1 (inhibitor). (5) The drug is CC(C)CO/N=C1/C[C@@H](O)[C@@H](O)[C@@H]2[C@@H]3C(=O)N(c4cccc(Oc5ccccc5)c4)C(=O)[C@H]3CC[C@@H]12. The result is 0 (non-inhibitor). (6) The compound is C[N+]1(C)CCC[C@H]1C(=O)[O-]. The result is 0 (non-inhibitor). (7) The compound is COc1ccccc1CNc1ncncc1-c1cccc(NS(C)(=O)=O)c1. The result is 1 (inhibitor). (8) The compound is COc1ccc(Oc2ccccc2C=O)cc1. The result is 1 (inhibitor). (9) The compound is Cc1c(NC(=O)OCCNC(=O)COc2c(Cl)cccc2Cl)sc(=S)n1C. The result is 1 (inhibitor).